From a dataset of Full USPTO retrosynthesis dataset with 1.9M reactions from patents (1976-2016). Predict the reactants needed to synthesize the given product. (1) Given the product [Cl-:67].[CH3:63][CH:62]=[CH:61][N+:66]1[CH:54]=[CH:55][NH:56][CH:57]=1.[CH:75]([N:76]1[CH2:77][CH2:4][CH2:2][C:1]1=[O:6])=[CH2:74], predict the reactants needed to synthesize it. The reactants are: [C:1]([O:6][CH2:1][CH3:2])(=[O:6])[C:2]([CH3:4])=[CH2:4].S(OC)(OC)(=O)=O.C(OCC)(=O)C(C)=C.C(OCCCCCCCC/C=C\CCCCCCCC)(=O)C(C)=C.C(O[CH2:54][CH2:55][N:56](CC)[CH2:57]C)(=O)C(C)=C.[C:61]([NH2:66])(=O)[C:62](C)=[CH2:63].[Cl-:67].C(O[CH2:74][CH2:75][N+:76](C)(C)[CH3:77])(=O)C(C)=C. (2) Given the product [F:14][C:2]([F:1])([F:15])[C:3](=[O:13])[CH2:4][CH2:5][CH2:6][CH2:7][CH2:8][CH2:9][C:10]([NH:16][C:17]1[CH:22]=[CH:21][CH:20]=[CH:19][CH:18]=1)=[O:12], predict the reactants needed to synthesize it. The reactants are: [F:1][C:2]([F:15])([F:14])[C:3](=[O:13])[CH2:4][CH2:5][CH2:6][CH2:7][CH2:8][CH2:9][C:10]([OH:12])=O.[NH2:16][C:17]1[CH:22]=[CH:21][CH:20]=[CH:19][CH:18]=1.C1C=CC2N(O)N=NC=2C=1.CN1CCOCC1.CCN=C=NCCCN(C)C. (3) Given the product [CH3:9][O:10][C:11]1[CH:12]=[C:13]([C:2]2[CH2:7][CH2:6][CH2:5][C:4](=[O:8])[CH:3]=2)[CH:14]=[CH:15][CH:16]=1, predict the reactants needed to synthesize it. The reactants are: Br[C:2]1[CH2:7][CH2:6][CH2:5][C:4](=[O:8])[CH:3]=1.[CH3:9][O:10][C:11]1[CH:12]=[C:13](B(O)O)[CH:14]=[CH:15][CH:16]=1. (4) Given the product [CH3:17][O:10][C:9](=[O:11])[C:8]1[CH:12]=[CH:13][C:14]([CH3:16])=[CH:15][C:7]=1[NH2:6], predict the reactants needed to synthesize it. The reactants are: S(=O)(=O)(O)O.[NH2:6][C:7]1[CH:15]=[C:14]([CH3:16])[CH:13]=[CH:12][C:8]=1[C:9]([OH:11])=[O:10].[CH3:17]O. (5) Given the product [CH:37]1([NH:39][C:6]([CH:4]2[CH2:5][C:2]([F:1])([C:9]3[CH:10]=[CH:11][C:12]([C:15]4[CH2:19][C:18]([C:24]5[CH:29]=[C:28]([Cl:30])[C:27]([Cl:31])=[C:26]([Cl:32])[CH:25]=5)([C:20]([F:21])([F:22])[F:23])[O:17][N:16]=4)=[CH:13][CH:14]=3)[CH2:3]2)=[O:8])[CH2:38][CH2:36]1, predict the reactants needed to synthesize it. The reactants are: [F:1][C:2]1([C:9]2[CH:14]=[CH:13][C:12]([C:15]3[CH2:19][C:18]([C:24]4[CH:29]=[C:28]([Cl:30])[C:27]([Cl:31])=[C:26]([Cl:32])[CH:25]=4)([C:20]([F:23])([F:22])[F:21])[O:17][N:16]=3)=[CH:11][CH:10]=2)[CH2:5][CH:4]([C:6]([OH:8])=O)[CH2:3]1.C1C=C[C:36]2N(O)N=[N:39][C:37]=2[CH:38]=1.CCN(C(C)C)C(C)C.CCN=C=NCCCN(C)C.Cl.Cl.C1(N)CC1. (6) Given the product [F:25][C:26]1[CH:27]=[CH:28][C:29]([C@H:32]([CH:34]2[CH2:35][CH2:36][O:37][CH2:38][CH2:39]2)[N:11]2[C:12]3[CH:13]=[C:5]([S:2]([CH3:1])(=[O:3])=[O:4])[CH:6]=[CH:7][C:8]=3[C:9]3[N:17]=[CH:16][C:15]([C:18]4[C:19]([CH3:24])=[N:20][O:21][C:22]=4[CH3:23])=[CH:14][C:10]2=3)=[CH:30][CH:31]=1, predict the reactants needed to synthesize it. The reactants are: [CH3:1][S:2]([C:5]1[CH:6]=[CH:7][C:8]2[C:9]3[N:17]=[CH:16][C:15]([C:18]4[C:19]([CH3:24])=[N:20][O:21][C:22]=4[CH3:23])=[CH:14][C:10]=3[NH:11][C:12]=2[CH:13]=1)(=[O:4])=[O:3].[F:25][C:26]1[CH:31]=[CH:30][C:29]([C@@H:32]([CH:34]2[CH2:39][CH2:38][O:37][CH2:36][CH2:35]2)O)=[CH:28][CH:27]=1.